From a dataset of Full USPTO retrosynthesis dataset with 1.9M reactions from patents (1976-2016). Predict the reactants needed to synthesize the given product. (1) The reactants are: O[CH:2]([CH3:17])[CH2:3][C:4]([CH:6]1[C:15](=[CH2:16])[CH:14]=[CH:13][CH2:12][C:7]21[CH2:11][CH2:10][CH2:9][CH2:8]2)=[O:5].C(OC(=O)C)(=O)C.C([O-])(=O)C.[Na+]. Given the product [CH2:16]=[C:15]1[CH:14]=[CH:13][CH2:12][C:7]2([CH2:11][CH2:10][CH2:9][CH2:8]2)[CH:6]1[C:4](=[O:5])/[CH:3]=[CH:2]/[CH3:17], predict the reactants needed to synthesize it. (2) Given the product [Cl:1][C:2]1[N:3]=[N:4][C:5]([NH:24][NH2:25])=[C:6]([C:15]2[CH:16]=[CH:17][C:18]([Cl:21])=[CH:19][CH:20]=2)[C:7]=1[C:8]1[CH:13]=[CH:12][C:11]([Cl:14])=[CH:10][CH:9]=1, predict the reactants needed to synthesize it. The reactants are: [Cl:1][C:2]1[N:3]=[N:4][C:5](Cl)=[C:6]([C:15]2[CH:20]=[CH:19][C:18]([Cl:21])=[CH:17][CH:16]=2)[C:7]=1[C:8]1[CH:13]=[CH:12][C:11]([Cl:14])=[CH:10][CH:9]=1.O.[NH2:24][NH2:25]. (3) The reactants are: [F:1][C:2]([F:7])([F:6])[C:3]([OH:5])=[O:4].ClCCl.C(OC(=O)[NH:17][C:18]1[NH:22][C:21]2[CH:23]=[CH:24][C:25]([NH:27][C:28](=[O:44])[C:29]([N:31]3[CH2:36][CH2:35][CH:34]([CH2:37][C:38]4[CH:43]=[CH:42][CH:41]=[CH:40][CH:39]=4)[CH2:33][CH2:32]3)=[O:30])=[CH:26][C:20]=2[N:19]=1)(C)(C)C. Given the product [F:1][C:2]([F:7])([F:6])[C:3]([OH:5])=[O:4].[NH2:17][C:18]1[NH:19][C:20]2[CH:26]=[C:25]([NH:27][C:28](=[O:44])[C:29]([N:31]3[CH2:36][CH2:35][CH:34]([CH2:37][C:38]4[CH:43]=[CH:42][CH:41]=[CH:40][CH:39]=4)[CH2:33][CH2:32]3)=[O:30])[CH:24]=[CH:23][C:21]=2[N:22]=1, predict the reactants needed to synthesize it.